Dataset: Catalyst prediction with 721,799 reactions and 888 catalyst types from USPTO. Task: Predict which catalyst facilitates the given reaction. Reactant: [CH2:1]([O:3][C:4]([N:6]1[CH2:13][CH:12]2[CH:8]([CH2:9][C:10]3[CH:16]=[C:15]([CH2:17]O)[S:14][C:11]=32)[CH2:7]1)=[O:5])[CH3:2]. Product: [CH2:1]([O:3][C:4]([N:6]1[CH2:13][CH:12]2[CH:8]([CH2:9][C:10]3[CH:16]=[C:15]([CH3:17])[S:14][C:11]=32)[CH2:7]1)=[O:5])[CH3:2]. The catalyst class is: 99.